Dataset: Reaction yield outcomes from USPTO patents with 853,638 reactions. Task: Predict the reaction yield, written as a fraction of the theoretical maximum amount of product (1.0 means a 100% yield; for example, 0.34 means a 34% yield). (1) The reactants are Br[C:2]1[CH:7]=[CH:6][N:5]=[C:4]([S:8][CH3:9])[N:3]=1.[F:10][C:11]1[CH:16]=[C:15](B(O)O)[CH:14]=[CH:13][N:12]=1.C([O-])([O-])=O.[Na+].[Na+]. The catalyst is O1CCOCC1.O.C1C=CC(P(C2C=CC=CC=2)[C-]2C=CC=C2)=CC=1.C1C=CC(P(C2C=CC=CC=2)[C-]2C=CC=C2)=CC=1.Cl[Pd]Cl.[Fe+2].C(Cl)Cl. The product is [F:10][C:11]1[CH:16]=[C:15]([C:2]2[CH:7]=[CH:6][N:5]=[C:4]([S:8][CH3:9])[N:3]=2)[CH:14]=[CH:13][N:12]=1. The yield is 0.900. (2) The reactants are [CH3:1][O:2][C:3]1[CH:8]=[CH:7][C:6]([CH:9]([CH3:13])C(O)=O)=[CH:5][CH:4]=1.C([N:16]([CH2:19]C)CC)C.ClC(OCC)=[O:23].[NH4+].[OH-]. The catalyst is O1CCCC1.O. The product is [CH3:1][O:2][C:3]1[CH:4]=[CH:5][C:6]([CH2:9][CH2:13][C:19]([NH2:16])=[O:23])=[CH:7][CH:8]=1. The yield is 0.950. (3) The reactants are [Br:1][C:2]1[N:6]2[C:7](Br)=[CH:8][N:9]=[CH:10][C:5]2=[N:4][CH:3]=1.[CH2:12]([NH2:16])[CH2:13][CH2:14][CH3:15]. The catalyst is C1COCC1.C(Cl)Cl. The product is [Br:1][C:2]1[N:6]2[CH:7]=[CH:8][N:9]=[C:10]([NH:16][CH2:12][CH2:13][CH2:14][CH3:15])[C:5]2=[N:4][CH:3]=1. The yield is 0.510.